From a dataset of Full USPTO retrosynthesis dataset with 1.9M reactions from patents (1976-2016). Predict the reactants needed to synthesize the given product. (1) Given the product [NH:41]1[CH2:42][CH2:43][CH2:44][C@H:40]1[C:38]1[NH:39][C:35]([C:9]2[S:8][C:12]([C:13]3[S:17][C:16]([C:18]4[NH:22][C:21]([C@@H:23]5[CH2:27][CH2:26][CH2:25][NH:24]5)=[N:20][CH:19]=4)=[N:15][CH:14]=3)=[CH:11][N:10]=2)=[CH:36][N:37]=1, predict the reactants needed to synthesize it. The reactants are: C(O)(C(F)(F)F)=O.[S:8]1[C:12]([C:13]2[S:17][C:16]([C:18]3[NH:22][C:21]([C@@H:23]4[CH2:27][CH2:26][CH2:25][N:24]4C(OC(C)(C)C)=O)=[N:20][CH:19]=3)=[N:15][CH:14]=2)=[CH:11][N:10]=[C:9]1[C:35]1[NH:39][C:38]([C@@H:40]2[CH2:44][CH2:43][CH2:42][N:41]2C(OC(C)(C)C)=O)=[N:37][CH:36]=1. (2) Given the product [NH2:15][C:6]1[CH:7]=[N:8][C:9]2[C:14]([C:5]=1[NH:4][CH2:3][C:2]([CH3:18])([OH:19])[CH3:1])=[N:13][CH:12]=[CH:11][CH:10]=2, predict the reactants needed to synthesize it. The reactants are: [CH3:1][C:2]([OH:19])([CH3:18])[CH2:3][NH:4][C:5]1[C:14]2[C:9](=[CH:10][CH:11]=[CH:12][N:13]=2)[N:8]=[CH:7][C:6]=1[N+:15]([O-])=O.[H][H]. (3) Given the product [ClH:17].[NH2:1][CH:4]1[C:13]2[C:8](=[CH:9][CH:10]=[CH:11][CH:12]=2)[CH2:7][CH2:6][N:5]1[C:14](=[O:16])[CH3:15], predict the reactants needed to synthesize it. The reactants are: [N+:1]([CH:4]1[C:13]2[C:8](=[CH:9][CH:10]=[CH:11][CH:12]=2)[CH2:7][CH2:6][N:5]1[C:14](=[O:16])[CH3:15])([O-])=O.[ClH:17]. (4) Given the product [ClH:21].[NH2:8][CH2:7][C@@H:5]([OH:6])[C:4]([O:3][CH3:2])=[O:19], predict the reactants needed to synthesize it. The reactants are: C[C:2]1(C)[O:6][C@H:5]([CH2:7][NH:8]C(=O)OCC2C=CC=CC=2)[C:4](=[O:19])[O:3]1.[ClH:21].[H][H]. (5) Given the product [Cl:13][C:14]1[C:19]([CH:34]([C:29]2[CH:30]=[N:31][N:32]([CH3:33])[C:28]=2[C:25]2[CH:26]=[CH:27][C:22]([CH3:21])=[CH:23][CH:24]=2)[OH:35])=[C:18]([Cl:20])[N:17]=[CH:16][N:15]=1, predict the reactants needed to synthesize it. The reactants are: C([Li])CCC.C(NC(C)C)(C)C.[Cl:13][C:14]1[CH:19]=[C:18]([Cl:20])[N:17]=[CH:16][N:15]=1.[CH3:21][C:22]1[CH:27]=[CH:26][C:25]([C:28]2[N:32]([CH3:33])[N:31]=[CH:30][C:29]=2[CH:34]=[O:35])=[CH:24][CH:23]=1. (6) Given the product [F:8][C:6]1[CH:5]=[C:4]([C@H:9]([C:25]2[CH:30]=[CH:29][C:28]([F:31])=[CH:27][CH:26]=2)[CH2:10][C:11]([OH:12])=[O:37])[CH:3]=[C:2]([F:1])[CH:7]=1, predict the reactants needed to synthesize it. The reactants are: [F:1][C:2]1[CH:3]=[C:4]([C@H:9]([C:25]2[CH:30]=[CH:29][C:28]([F:31])=[CH:27][CH:26]=2)[CH2:10][C:11](N2[C@H](C3C=CC=CC=3)COC2=O)=[O:12])[CH:5]=[C:6]([F:8])[CH:7]=1.OO.[Li+].[OH-].S([O-])([O-])=[O:37].[Na+].[Na+].C([O-])(O)=O.[Na+]. (7) The reactants are: C(OCC([NH:12][C:13]1[CH:18]=[C:17]([O:19][CH3:20])[C:16]([O:21][CH3:22])=[C:15]([O:23][CH3:24])[C:14]=1[NH:25][C:26](=O)[CH2:27][O:28]CC1C=CC=CC=1)=O)C1C=CC=CC=1.O.C1(C)C=CC(S(O)(=O)=O)=CC=1.CO.N. Given the product [OH:28][CH2:27][C:26]1[NH:25][C:14]2[C:15]([O:23][CH3:24])=[C:16]([O:21][CH3:22])[C:17]([O:19][CH3:20])=[CH:18][C:13]=2[N:12]=1, predict the reactants needed to synthesize it. (8) Given the product [OH:32][C:31]([C:28]1[CH:29]=[CH:30][C:25]([O:24][CH3:23])=[CH:26][CH:27]=1)([C:33]1[S:34][CH:35]=[CH:36][CH:37]=1)[C:13]#[C:12][C:14]1([OH:22])[CH:19]2[CH2:20][CH2:21][N:16]([CH2:17][CH2:18]2)[CH2:15]1, predict the reactants needed to synthesize it. The reactants are: [Li]CCCC.CCCCCC.[C:12]([C:14]1([OH:22])[CH:19]2[CH2:20][CH2:21][N:16]([CH2:17][CH2:18]2)[CH2:15]1)#[CH:13].[CH3:23][O:24][C:25]1[CH:30]=[CH:29][C:28]([C:31]([C:33]2[S:34][CH:35]=[CH:36][CH:37]=2)=[O:32])=[CH:27][CH:26]=1.